Dataset: Reaction yield outcomes from USPTO patents with 853,638 reactions. Task: Predict the reaction yield, written as a fraction of the theoretical maximum amount of product (1.0 means a 100% yield; for example, 0.34 means a 34% yield). (1) The reactants are [NH:1]1[C:9]2[C:4](=[CH:5][CH:6]=[CH:7][CH:8]=2)[CH:3]=[CH:2]1.Cl[C:11]1[CH:16]=CC=C[N:12]=1.[O-]P([O-])([O-])=O.[K+].[K+].[K+].CN[C@@H:27]1[CH2:32][CH2:31][CH2:30][CH2:29][C@H:28]1NC. The catalyst is [Cu]I.CCCCCC.C(OCC)(=O)C.C1(C)C=CC=CC=1. The product is [C:27]1([N:1]2[C:9]3[C:4](=[CH:5][CH:6]=[CH:7][CH:8]=3)[C:3]([CH2:16][CH2:11][NH2:12])=[CH:2]2)[CH:28]=[CH:29][CH:30]=[CH:31][CH:32]=1. The yield is 1.00. (2) The reactants are [Cl:1][C:2]1[CH:7]=[CH:6][C:5]([NH:8][S:9]([C:12]([F:15])([F:14])[F:13])(=[O:11])=[O:10])=[C:4]([C:16](=[N:18][O:19][C:20]2[CH:25]=[CH:24][C:23]([F:26])=[CH:22][CH:21]=2)[CH3:17])[CH:3]=1.[C:27]([O-:30])([O-])=O.[K+].[K+].ClC([O:36][CH2:37][CH3:38])=O. The catalyst is CC(C)=O. The product is [C:37](=[CH:38][CH2:27][O:30][N:8]([C:5]1[CH:6]=[CH:7][C:2]([Cl:1])=[CH:3][C:4]=1[C:16](=[N:18][O:19][C:20]1[CH:21]=[CH:22][C:23]([F:26])=[CH:24][CH:25]=1)[CH3:17])[S:9]([C:12]([F:15])([F:13])[F:14])(=[O:11])=[O:10])=[O:36]. The yield is 0.630. (3) The reactants are C([O:8][C:9]1[C:13]([O:14]CC2C=CC=CC=2)=[C:12]([C:22](=[O:26])[N:23]([CH3:25])[CH3:24])[N:11]([C:27]2[CH:32]=[CH:31][C:30]([O:33][CH2:34][CH2:35][CH2:36][S:37]([CH3:40])(=[O:39])=[O:38])=[CH:29][CH:28]=2)[C:10]=1[C:41]([O:43][CH2:44][CH3:45])=[O:42])C1C=CC=CC=1. The catalyst is CO.[Pd]. The product is [CH3:25][N:23]([CH3:24])[C:22]([C:12]1[N:11]([C:27]2[CH:28]=[CH:29][C:30]([O:33][CH2:34][CH2:35][CH2:36][S:37]([CH3:40])(=[O:39])=[O:38])=[CH:31][CH:32]=2)[C:10]([C:41]([O:43][CH2:44][CH3:45])=[O:42])=[C:9]([OH:8])[C:13]=1[OH:14])=[O:26]. The yield is 0.580. (4) The reactants are Br[C:2]1[N:3]([CH3:20])[N:4]=[C:5]2[C:10]=1[CH2:9][CH2:8][CH2:7][N:6]2[C:11]1[C:16]([CH3:17])=[CH:15][C:14]([CH3:18])=[CH:13][C:12]=1[CH3:19].C([Li])CCC.CCOCC.[C:31](Cl)(=[O:35])[CH2:32][CH2:33][CH3:34]. The catalyst is O1CCCC1.[Cl-].[Zn+2].[Cl-].[Pd].C1(P(C2C=CC=CC=2)C2C=CC=CC=2)C=CC=CC=1.C1(P(C2C=CC=CC=2)C2C=CC=CC=2)C=CC=CC=1.C1(P(C2C=CC=CC=2)C2C=CC=CC=2)C=CC=CC=1.C1(P(C2C=CC=CC=2)C2C=CC=CC=2)C=CC=CC=1. The product is [CH3:20][N:3]1[C:2]([C:31](=[O:35])[CH2:32][CH2:33][CH3:34])=[C:10]2[C:5]([N:6]([C:11]3[C:16]([CH3:17])=[CH:15][C:14]([CH3:18])=[CH:13][C:12]=3[CH3:19])[CH2:7][CH2:8][CH2:9]2)=[N:4]1. The yield is 0.410. (5) The reactants are [Br:1][C:2]1[CH:7]=[CH:6][C:5]([S:8]([N:11]([CH3:13])[CH3:12])(=[O:10])=[O:9])=[C:4](F)[CH:3]=1.[C-:15]#[N:16].[Na+]. The catalyst is CN(C=O)C. The product is [Br:1][C:2]1[CH:7]=[CH:6][C:5]([S:8]([N:11]([CH3:13])[CH3:12])(=[O:10])=[O:9])=[C:4]([C:15]#[N:16])[CH:3]=1. The yield is 0.0700. (6) The reactants are [CH3:1][C:2]1[C:6]([CH2:7][N:8]2[CH:12]=[C:11]([N:13]3[C:17](=[O:18])[CH2:16][NH:15][C:14]3=[O:19])[CH:10]=[N:9]2)=[C:5]([CH3:20])[O:4][N:3]=1.O[CH2:22][C:23]1[CH:24]=[C:25]([CH:35]=[CH:36][CH:37]=1)[CH2:26][NH:27][C:28](=[O:34])[O:29][C:30]([CH3:33])([CH3:32])[CH3:31].N(C(OCC)=O)=NC(OCC)=O. The catalyst is C1COCC1.C(OCC)(=O)C. The product is [CH3:1][C:2]1[C:6]([CH2:7][N:8]2[CH:12]=[C:11]([N:13]3[C:17](=[O:18])[CH2:16][N:15]([CH2:22][C:23]4[CH:24]=[C:25]([CH:35]=[CH:36][CH:37]=4)[CH2:26][NH:27][C:28](=[O:34])[O:29][C:30]([CH3:33])([CH3:31])[CH3:32])[C:14]3=[O:19])[CH:10]=[N:9]2)=[C:5]([CH3:20])[O:4][N:3]=1. The yield is 0.900. (7) The reactants are [F:1][C:2]([F:15])([F:14])[C:3](=O)[CH2:4][C:5]([C:7]1[CH:12]=[CH:11][CH:10]=[CH:9][CH:8]=1)=O.Cl.[N+:17]([C:20]1[CH:25]=[CH:24][C:23]([NH:26][NH2:27])=[CH:22][CH:21]=1)([O-:19])=[O:18]. No catalyst specified. The product is [N+:17]([C:20]1[CH:21]=[CH:22][C:23]([N:26]2[C:5]([C:7]3[CH:12]=[CH:11][CH:10]=[CH:9][CH:8]=3)=[CH:4][C:3]([C:2]([F:15])([F:14])[F:1])=[N:27]2)=[CH:24][CH:25]=1)([O-:19])=[O:18]. The yield is 0.952. (8) The reactants are [F:1][C:2]([F:29])([F:28])[C:3]1[CH:4]=[C:5]([C:13]([CH3:27])([CH3:26])[C:14]([N:16]([C:18]2[CH:19]=[N:20][C:21]([Cl:25])=[CH:22][C:23]=2I)[CH3:17])=[O:15])[CH:6]=[C:7]([C:9]([F:12])([F:11])[F:10])[CH:8]=1.[CH3:30][C:31]1[CH:36]=[CH:35][C:34]([F:37])=[CH:33][C:32]=1B(O)O.C(=O)([O-])[O-].[Na+].[Na+]. The catalyst is O1CCOCC1.C1C=CC([P]([Pd]([P](C2C=CC=CC=2)(C2C=CC=CC=2)C2C=CC=CC=2)([P](C2C=CC=CC=2)(C2C=CC=CC=2)C2C=CC=CC=2)[P](C2C=CC=CC=2)(C2C=CC=CC=2)C2C=CC=CC=2)(C2C=CC=CC=2)C2C=CC=CC=2)=CC=1. The product is [F:1][C:2]([F:29])([F:28])[C:3]1[CH:4]=[C:5]([C:13]([CH3:27])([CH3:26])[C:14]([N:16]([C:18]2[CH:19]=[N:20][C:21]([Cl:25])=[CH:22][C:23]=2[C:36]2[CH:35]=[C:34]([F:37])[CH:33]=[CH:32][C:31]=2[CH3:30])[CH3:17])=[O:15])[CH:6]=[C:7]([C:9]([F:12])([F:11])[F:10])[CH:8]=1. The yield is 0.270. (9) The reactants are [C:1]([C:5]1[CH:12]=[CH:11][C:8]([CH2:9][NH2:10])=[CH:7][CH:6]=1)([CH3:4])([CH3:3])[CH3:2].[CH:13](=O)[CH2:14][CH2:15][CH:16]=[CH2:17].[BH4-].[Na+]. The catalyst is CO.Cl. The product is [C:1]([C:5]1[CH:6]=[CH:7][C:8]([CH2:9][NH:10][CH2:17][CH2:16][CH2:15][CH:14]=[CH2:13])=[CH:11][CH:12]=1)([CH3:4])([CH3:2])[CH3:3]. The yield is 0.290. (10) The reactants are C[O:2][C:3]([C:5]1[CH:17]=[C:16]([C:18]2[CH:23]=[CH:22][C:21]([CH3:24])=[CH:20][N:19]=2)[C:8]2[N:9]=[CH:10][N:11]([CH2:12][CH:13]([CH3:15])[CH3:14])[C:7]=2[CH:6]=1)=[O:4].[Li+].[OH-].Cl. The catalyst is CO.O. The product is [CH2:12]([N:11]1[C:7]2[CH:6]=[C:5]([C:3]([OH:4])=[O:2])[CH:17]=[C:16]([C:18]3[CH:23]=[CH:22][C:21]([CH3:24])=[CH:20][N:19]=3)[C:8]=2[N:9]=[CH:10]1)[CH:13]([CH3:15])[CH3:14]. The yield is 0.840.